From a dataset of Full USPTO retrosynthesis dataset with 1.9M reactions from patents (1976-2016). Predict the reactants needed to synthesize the given product. (1) Given the product [I:32][CH2:6][C@H:7]([NH:12][C:13]([C:20]1[CH:21]=[CH:22][CH:23]=[CH:24][CH:25]=1)([C:14]1[CH:19]=[CH:18][CH:17]=[CH:16][CH:15]=1)[C:26]1[CH:27]=[CH:28][CH:29]=[CH:30][CH:31]=1)[C:8]([O:10][CH3:11])=[O:9], predict the reactants needed to synthesize it. The reactants are: CS(O[CH2:6][C@H:7]([NH:12][C:13]([C:26]1[CH:31]=[CH:30][CH:29]=[CH:28][CH:27]=1)([C:20]1[CH:25]=[CH:24][CH:23]=[CH:22][CH:21]=1)[C:14]1[CH:19]=[CH:18][CH:17]=[CH:16][CH:15]=1)[C:8]([O:10][CH3:11])=[O:9])(=O)=O.[I-:32].[Na+]. (2) The reactants are: [Cl:1][C:2]1[CH:7]=[CH:6][C:5]([C:8]2[S:17][C:11]3[C:12](=[O:16])[NH:13][CH:14]=[CH:15][C:10]=3[CH:9]=2)=[CH:4][CH:3]=1.Br[C:19]1[CH:24]=[CH:23][C:22]([C:25]([CH:27]2[CH2:31][CH2:30][N:29]([CH3:32])[CH2:28]2)=[O:26])=[CH:21][CH:20]=1.C([O-])([O-])=O.[Cs+].[Cs+].CNCCNC.Cl.CCOCC. Given the product [ClH:1].[Cl:1][C:2]1[CH:3]=[CH:4][C:5]([C:8]2[S:17][C:11]3[C:12](=[O:16])[N:13]([C:19]4[CH:24]=[CH:23][C:22]([C:25]([CH:27]5[CH2:31][CH2:30][N:29]([CH3:32])[CH2:28]5)=[O:26])=[CH:21][CH:20]=4)[CH:14]=[CH:15][C:10]=3[CH:9]=2)=[CH:6][CH:7]=1, predict the reactants needed to synthesize it. (3) Given the product [CH:76]1([CH2:75][O:74][C:59]2[CH:60]=[CH:61][CH:62]=[C:63]([O:64][CH2:65][C:66]3[CH:71]=[CH:70][C:69]([O:72][CH3:73])=[CH:68][CH:67]=3)[C:58]=2[C:39]2[CH:40]=[C:41]([CH:45]3[CH2:50][CH2:49][CH2:48][N:47]([C:51]([O:53][C:54]([CH3:56])([CH3:55])[CH3:57])=[O:52])[CH2:46]3)[C:42]3[CH:43]=[CH:3][C:2](=[O:1])[NH:36][C:37]=3[N:38]=2)[CH2:78][CH2:77]1, predict the reactants needed to synthesize it. The reactants are: [O:1](P(CC(OCC)=O)(OC1C=CC=CC=1)=O)[C:2]1C=CC=C[CH:3]=1.N12CCCN=C1CCCCC2.[Na+].[I-].[NH2:36][C:37]1[C:42]([CH:43]=O)=[C:41]([CH:45]2[CH2:50][CH2:49][CH2:48][N:47]([C:51]([O:53][C:54]([CH3:57])([CH3:56])[CH3:55])=[O:52])[CH2:46]2)[CH:40]=[C:39]([C:58]2[C:63]([O:64][CH2:65][C:66]3[CH:71]=[CH:70][C:69]([O:72][CH3:73])=[CH:68][CH:67]=3)=[CH:62][CH:61]=[CH:60][C:59]=2[O:74][CH2:75][CH:76]2[CH2:78][CH2:77]2)[N:38]=1. (4) Given the product [F:59][C:57]1[CH:56]=[C:55]([F:60])[CH:54]=[C:53]2[C:58]=1[C:49]([NH:47][C:45]1[CH:44]=[CH:43][CH:42]=[C:41]([N:38]3[CH2:39][CH2:40][O:35][CH2:36][CH2:37]3)[N:46]=1)=[C:50]([CH3:67])[C:51]([N:61]1[CH2:65][CH2:64][CH2:63][C:62]1=[O:66])=[N:52]2, predict the reactants needed to synthesize it. The reactants are: C1(P(C2CCCCC2)C2C=CC=CC=2C2C(C(C)C)=CC(C(C)C)=CC=2C(C)C)CCCCC1.[O:35]1[CH2:40][CH2:39][N:38]([C:41]2[N:46]=[C:45]([NH2:47])[CH:44]=[CH:43][CH:42]=2)[CH2:37][CH2:36]1.Cl[C:49]1[C:58]2[C:53](=[CH:54][C:55]([F:60])=[CH:56][C:57]=2[F:59])[N:52]=[C:51]([N:61]2[CH2:65][CH2:64][CH2:63][C:62]2=[O:66])[C:50]=1[CH3:67].CC(C)([O-])C.[Na+]. (5) Given the product [F:1][C:2]1[CH:3]=[C:4]2[C:9](=[CH:10][CH:11]=1)[N:8]=[C:7]([C:12]1[CH:17]=[CH:16][CH:15]=[CH:14][C:13]=1[O:18][C:29](=[O:33])[CH:30]([CH3:32])[CH3:31])[N:6]([CH2:19][CH2:20][C:21]1[CH:26]=[CH:25][CH:24]=[C:23]([F:27])[CH:22]=1)[C:5]2=[O:28], predict the reactants needed to synthesize it. The reactants are: [F:1][C:2]1[CH:3]=[C:4]2[C:9](=[CH:10][CH:11]=1)[N:8]=[C:7]([C:12]1[CH:17]=[CH:16][CH:15]=[CH:14][C:13]=1[OH:18])[N:6]([CH2:19][CH2:20][C:21]1[CH:26]=[CH:25][CH:24]=[C:23]([F:27])[CH:22]=1)[C:5]2=[O:28].[C:29](Cl)(=[O:33])[CH:30]([CH3:32])[CH3:31].